This data is from Forward reaction prediction with 1.9M reactions from USPTO patents (1976-2016). The task is: Predict the product of the given reaction. (1) The product is: [Cl:1][C:2]1[N:7]=[C:6]([NH:27][CH3:26])[N:5]=[C:4]([N:12]2[C@H:17]([C:18]([F:19])([F:20])[F:21])[CH2:16][CH2:15][C@H:14]([C:22]([NH:44][CH:39]3[CH2:38][CH2:37][CH2:41][CH2:40]3)=[O:24])[CH2:13]2)[CH:3]=1. Given the reactants [Cl:1][C:2]1[N:7]=[C:6](S(C)(=O)=O)[N:5]=[C:4]([N:12]2[C@H:17]([C:18]([F:21])([F:20])[F:19])[CH2:16][CH2:15][C@H:14]([C:22]([OH:24])=O)[CH2:13]2)[CH:3]=1.C[CH2:26][N:27](C(C)C)C(C)C.CN.C1[CH:37]=[CH:38][C:39]2[N:44](O)N=N[C:40]=2[CH:41]=1.C(Cl)CCl.CN1CCOCC1.C1(N)CCCC1, predict the reaction product. (2) Given the reactants O=C1[N:7]([CH2:8][C:9]2[CH:14]=[CH:13][N:12]=[C:11]([NH:15][S:16]([CH3:19])(=[O:18])=[O:17])[CH:10]=2)[C:6]2[CH:20]=[CH:21][CH:22]=[CH:23][C:5]=2[C:4](=[O:24])O1.Cl.[CH:26]1([CH2:31][O:32][NH2:33])[CH2:30][CH2:29][CH2:28][CH2:27]1, predict the reaction product. The product is: [CH:26]1([CH2:31][O:32][NH:33][C:4](=[O:24])[C:5]2[CH:23]=[CH:22][CH:21]=[CH:20][C:6]=2[NH:7][CH2:8][C:9]2[CH:14]=[CH:13][N:12]=[C:11]([NH:15][S:16]([CH3:19])(=[O:17])=[O:18])[CH:10]=2)[CH2:30][CH2:29][CH2:28][CH2:27]1. (3) The product is: [OH-:5].[NH4+:8].[NH2:8][C:9]12[CH2:16][CH2:15][C:12]([CH2:17][CH2:18][C:19]3[C:20]([F:36])=[CH:21][N:22]=[C:23]4[C:28]=3[N:27]=[C:26]([O:29][CH2:30][C:31]([O:33][CH2:34][CH3:35])=[O:32])[CH:25]=[CH:24]4)([CH2:13][CH2:14]1)[O:11][CH2:10]2. Given the reactants C([O:5]C([NH:8][C:9]12[CH2:16][CH2:15][C:12]([CH2:17][CH2:18][C:19]3[C:20]([F:36])=[CH:21][N:22]=[C:23]4[C:28]=3[N:27]=[C:26]([O:29][CH2:30][C:31]([O:33][CH2:34][CH3:35])=[O:32])[CH:25]=[CH:24]4)([CH2:13][CH2:14]1)[O:11][CH2:10]2)=O)(C)(C)C.FC(F)(F)C(O)=O, predict the reaction product. (4) Given the reactants [CH2:1]([O:8][C:9]([N:11]1[CH2:16][CH2:15][CH:14]([CH:17]2[C:25]3[C:20](=[CH:21][CH:22]=[CH:23][CH:24]=3)[NH:19][CH2:18]2)[CH2:13][CH2:12]1)=[O:10])[C:2]1[CH:7]=[CH:6][CH:5]=[CH:4][CH:3]=1.C(N(CC)CC)C.[CH3:33][S:34](Cl)(=[O:36])=[O:35].C(OCC)(=O)C, predict the reaction product. The product is: [CH2:1]([O:8][C:9]([N:11]1[CH2:16][CH2:15][CH:14]([CH:17]2[C:25]3[C:20](=[CH:21][CH:22]=[CH:23][CH:24]=3)[N:19]([S:34]([CH3:33])(=[O:36])=[O:35])[CH2:18]2)[CH2:13][CH2:12]1)=[O:10])[C:2]1[CH:7]=[CH:6][CH:5]=[CH:4][CH:3]=1. (5) Given the reactants [C:1]([O:5][C:6](=[O:14])[NH:7][CH:8]1[CH2:13][C:10]2([O:12][CH2:11]2)[CH2:9]1)([CH3:4])([CH3:3])[CH3:2].C([BH-](CC)CC)C.[Li+].O.C(=O)([O-])[O-].[K+].[K+], predict the reaction product. The product is: [C:1]([O:5][C:6](=[O:14])[NH:7][CH:8]1[CH2:13][C:10]([OH:12])([CH3:11])[CH2:9]1)([CH3:4])([CH3:2])[CH3:3].